Dataset: Forward reaction prediction with 1.9M reactions from USPTO patents (1976-2016). Task: Predict the product of the given reaction. (1) Given the reactants [C:1](=[O:19])([O:12][CH:13]1[CH2:18][CH2:17][O:16][CH2:15][CH2:14]1)OC1C=CC([N+]([O-])=O)=CC=1.[NH2:20][CH2:21][C@H:22]1[CH2:27][CH2:26][C@H:25]([CH2:28][NH:29][C:30]([C:32]2[C:41]3[C:36](=[CH:37][CH:38]=[CH:39][CH:40]=3)[N:35]=[C:34]([C:42]3[CH:43]=[N:44][C:45]([F:48])=[CH:46][CH:47]=3)[CH:33]=2)=[O:31])[CH2:24][CH2:23]1, predict the reaction product. The product is: [F:48][C:45]1[N:44]=[CH:43][C:42]([C:34]2[CH:33]=[C:32]([C:30]([NH:29][CH2:28][C@H:25]3[CH2:26][CH2:27][C@H:22]([CH2:21][NH:20][C:1](=[O:19])[O:12][CH:13]4[CH2:14][CH2:15][O:16][CH2:17][CH2:18]4)[CH2:23][CH2:24]3)=[O:31])[C:41]3[C:36](=[CH:37][CH:38]=[CH:39][CH:40]=3)[N:35]=2)=[CH:47][CH:46]=1. (2) Given the reactants [Cl:1][C:2]1[CH:7]=[C:6]([N:8]=[C:9]=[S:10])[CH:5]=[C:4]([Cl:11])[C:3]=1[C:12]1[CH:13]=[CH:14][C:15]([O:18][CH3:19])=[N:16][CH:17]=1.[N:20]#[C:21][NH2:22].[Na].[CH3:24]I, predict the reaction product. The product is: [Cl:1][C:2]1[CH:7]=[C:6]([NH:8][CH:9]([S:10][CH3:24])[NH:20][C:21]#[N:22])[CH:5]=[C:4]([Cl:11])[C:3]=1[C:12]1[CH:17]=[N:16][C:15]([O:18][CH3:19])=[CH:14][CH:13]=1. (3) Given the reactants C(OC(=O)[NH:7][C:8]1([CH2:12][CH2:13][N:14]2[CH2:17][CH:16]([O:18][C:19]3[CH:24]=[CH:23][C:22]([Cl:25])=[CH:21][CH:20]=3)[CH2:15]2)[CH2:11][CH2:10][CH2:9]1)(C)(C)C.FC(F)(F)C(O)=O, predict the reaction product. The product is: [Cl:25][C:22]1[CH:21]=[CH:20][C:19]([O:18][CH:16]2[CH2:17][N:14]([CH2:13][CH2:12][C:8]3([NH2:7])[CH2:11][CH2:10][CH2:9]3)[CH2:15]2)=[CH:24][CH:23]=1. (4) The product is: [CH:1]1[CH2:5][CH2:4][CH2:3][CH:2]=1.[CH3:6][CH:1]1[CH2:5][CH2:4][CH:3]=[CH:2]1. Given the reactants [CH:1]1[CH2:5][CH2:4][CH2:3][CH:2]=1.[CH2:6](Cl)Cl, predict the reaction product.